Dataset: Peptide-MHC class I binding affinity with 185,985 pairs from IEDB/IMGT. Task: Regression. Given a peptide amino acid sequence and an MHC pseudo amino acid sequence, predict their binding affinity value. This is MHC class I binding data. (1) The peptide sequence is AYRPPNAPI. The MHC is Patr-A0301 with pseudo-sequence Patr-A0301. The binding affinity (normalized) is 0. (2) The peptide sequence is NGNFNFERV. The MHC is HLA-A24:03 with pseudo-sequence HLA-A24:03. The binding affinity (normalized) is 0.480.